This data is from Reaction yield outcomes from USPTO patents with 853,638 reactions. The task is: Predict the reaction yield, written as a fraction of the theoretical maximum amount of product (1.0 means a 100% yield; for example, 0.34 means a 34% yield). (1) No catalyst specified. The yield is 0.590. The reactants are [Br:1][C:2]1[CH:3]=[C:4]2[C:8](=[CH:9][CH:10]=1)[NH:7][C:6](=[O:11])[CH2:5]2.[N:12]1([CH2:17][CH2:18][CH2:19][NH:20][C:21]([C:23]2[C:27]([CH3:28])=[C:26]([CH:29]=O)[NH:25][C:24]=2[CH3:31])=[O:22])[CH:16]=[CH:15][N:14]=[CH:13]1. The product is [N:12]1([CH2:17][CH2:18][CH2:19][NH:20][C:21]([C:23]2[C:27]([CH3:28])=[C:26]([CH:29]=[C:5]3[C:4]4[C:8](=[CH:9][CH:10]=[C:2]([Br:1])[CH:3]=4)[NH:7][C:6]3=[O:11])[NH:25][C:24]=2[CH3:31])=[O:22])[CH:16]=[CH:15][N:14]=[CH:13]1. (2) The reactants are CC1C=CC(S([O:11][CH2:12][CH2:13][O:14][CH:15]2[CH2:20][CH2:19][N:18](C(OCC3C=CC=CC=3)=O)[CH2:17][CH2:16]2)(=O)=O)=CC=1.[O:31]1[CH2:35][CH2:34][C@@H:33](O)[CH2:32]1. No catalyst specified. The product is [O:31]1[CH2:35][CH2:34][C@@H:33]([O:11][CH2:12][CH2:13][O:14][CH:15]2[CH2:16][CH2:17][NH:18][CH2:19][CH2:20]2)[CH2:32]1. The yield is 0.790. (3) The reactants are [CH3:1][C:2]1[C:3]([CH2:21]O)=[N:4][CH:5]=[CH:6][C:7]=1[O:8][CH2:9][C:10]1([CH3:20])[O:19][CH2:18][C:13]2([O:17][CH2:16][CH2:15][O:14]2)[CH2:12][O:11]1.C(N(CC)CC)C.CS(Cl)(=O)=O.C(=O)([O-])O.[Na+].[SH:40][C:41]1[NH:42][C:43]2[CH:49]=[CH:48][CH:47]=[CH:46][C:44]=2[N:45]=1.[OH-].[Na+]. The catalyst is C(OCC)(=O)C.C1COCC1. The product is [CH3:1][C:2]1[C:3]([CH2:21][S:40][C:41]2[NH:45][C:44]3[CH:46]=[CH:47][CH:48]=[CH:49][C:43]=3[N:42]=2)=[N:4][CH:5]=[CH:6][C:7]=1[O:8][CH2:9][C:10]1([CH3:20])[O:19][CH2:18][C:13]2([O:17][CH2:16][CH2:15][O:14]2)[CH2:12][O:11]1. The yield is 0.850. (4) The catalyst is O. The reactants are [OH-:1].[Na+].[Si]([O:20][CH2:21][C@@H:22]1C[C@H:23]1[CH2:25]C#N)(C(C)(C)C)(C1C=CC=CC=1)C1C=CC=CC=1.[CH3:28][CH2:29][OH:30]. The product is [OH:30][CH2:29][C@@H:28]1[CH2:25][C@H:23]1[CH2:22][C:21]([OH:20])=[O:1]. The yield is 1.34. (5) The reactants are [CH:1]([N:4]1[CH2:9][CH2:8][CH:7]([O:10][C:11]2[CH:19]=[CH:18][C:17]3[N:16]4[CH2:20][CH2:21][NH:22][C:23](=[O:24])[C:15]4=[CH:14][C:13]=3[CH:12]=2)[CH2:6][CH2:5]1)([CH3:3])[CH3:2].[H-].[Na+].[CH3:27][O:28][C:29]1[CH:36]=[CH:35][CH:34]=[CH:33][C:30]=1[CH2:31]Cl. No catalyst specified. The product is [CH:1]([N:4]1[CH2:9][CH2:8][CH:7]([O:10][C:11]2[CH:19]=[CH:18][C:17]3[N:16]4[CH2:20][CH2:21][N:22]([CH2:31][C:30]5[CH:33]=[CH:34][CH:35]=[CH:36][C:29]=5[O:28][CH3:27])[C:23](=[O:24])[C:15]4=[CH:14][C:13]=3[CH:12]=2)[CH2:6][CH2:5]1)([CH3:3])[CH3:2]. The yield is 0.540.